Dataset: Catalyst prediction with 721,799 reactions and 888 catalyst types from USPTO. Task: Predict which catalyst facilitates the given reaction. (1) Reactant: [C:1]1(=[O:7])[CH2:6][CH2:5][CH2:4][CH:3]=[CH:2]1.C(O)(=O)C.[CH3:12][S-:13].[Na+]. Product: [CH3:12][S:13][CH:3]1[CH2:4][CH2:5][CH2:6][C:1](=[O:7])[CH2:2]1. The catalyst class is: 11. (2) Reactant: [CH2:1]([C:8]1[O:12][C:11]2[C:13](=[O:22])[C:14]3[C:19]([C:20](=[O:21])[C:10]=2[CH:9]=1)=[CH:18][CH:17]=[CH:16][CH:15]=3)[C:2]1C=CC=CC=1.BrN1[C:28](=[O:29])[CH2:27]CC1=O.C([O-])(=[O:33])C.[Pb+4].C([O-])(=O)C.C([O-])(=O)C.C([O-])(=O)C.C(=O)(O)[O-].[Na+].O1C=CC2C(=O)C3C(C(=O)C1=2)=CC=CC=3. Product: [C:28]([O:29][CH:1]([C:8]1[O:12][C:11]2[C:13](=[O:22])[C:14]3[C:19]([C:20](=[O:21])[C:10]=2[CH:9]=1)=[CH:18][CH:17]=[CH:16][CH:15]=3)[CH3:2])(=[O:33])[CH3:27]. The catalyst class is: 48. (3) Reactant: [CH2:1]([O:3][C:4]([N:6]1[CH2:12][CH2:11][CH2:10][NH:9][CH2:8][CH2:7]1)=[O:5])[CH3:2].Cl[C:14]1[NH:15][C:16]2[CH:22]=[CH:21][CH:20]=[CH:19][C:17]=2[N:18]=1.CO.C(=O)(O)[O-].[Na+]. Product: [CH2:1]([O:3][C:4]([N:6]1[CH2:12][CH2:11][CH2:10][N:9]([C:14]2[NH:18][C:17]3[CH:19]=[CH:20][CH:21]=[CH:22][C:16]=3[N:15]=2)[CH2:8][CH2:7]1)=[O:5])[CH3:2]. The catalyst class is: 138. (4) Reactant: [CH3:1][C:2]1([CH3:29])[C:11]2[C:6](=[CH:7][C:8]([CH3:26])=[C:9]([C:12]3[C:17]([CH3:18])=[CH:16][N:15]=[C:14](/[CH:19]=[CH:20]/[C:21]([O:23]CC)=[O:22])[CH:13]=3)[CH:10]=2)[C:5]([CH3:28])([CH3:27])[CH2:4][CH2:3]1.[OH-].[K+].Cl. Product: [CH3:1][C:2]1([CH3:29])[C:11]2[C:6](=[CH:7][C:8]([CH3:26])=[C:9]([C:12]3[C:17]([CH3:18])=[CH:16][N:15]=[C:14](/[CH:19]=[CH:20]/[C:21]([OH:23])=[O:22])[CH:13]=3)[CH:10]=2)[C:5]([CH3:28])([CH3:27])[CH2:4][CH2:3]1. The catalyst class is: 24. (5) Reactant: [CH3:1][C:2]([CH3:33])([CH3:32])[CH2:3][N:4]([C:26]1[CH:31]=[CH:30][CH:29]=[CH:28][N:27]=1)[C:5]([C:7]1[CH:12]=[CH:11][C:10]([O:13][CH3:14])=[CH:9][C:8]=1[N:15]1[CH2:20][CH2:19][CH:18]([C:21](OC)=[O:22])[CH:17]([CH3:25])[CH2:16]1)=[O:6].[BH4-].[Li+].Cl. Product: [CH3:32][C:2]([CH3:1])([CH3:33])[CH2:3][N:4]([C:26]1[CH:31]=[CH:30][CH:29]=[CH:28][N:27]=1)[C:5](=[O:6])[C:7]1[CH:12]=[CH:11][C:10]([O:13][CH3:14])=[CH:9][C:8]=1[N:15]1[CH2:20][CH2:19][CH:18]([CH2:21][OH:22])[CH:17]([CH3:25])[CH2:16]1. The catalyst class is: 1. (6) Reactant: C1C=CC(P(C2C=CC=CC=2)C2C=CC=CC=2)=CC=1.[C:20]([Br:24])(Br)(Br)Br.[F:25][CH2:26][CH2:27][O:28][C:29]1[CH:30]=[C:31](CO)[CH:32]=[CH:33][CH:34]=1. Product: [Br:24][CH2:20][C:33]1[CH:32]=[CH:31][CH:30]=[C:29]([O:28][CH2:27][CH2:26][F:25])[CH:34]=1. The catalyst class is: 2.